This data is from Forward reaction prediction with 1.9M reactions from USPTO patents (1976-2016). The task is: Predict the product of the given reaction. (1) The product is: [OH:24][C:21]1([C:2]2[CH:9]=[CH:8][C:5]([C:6]#[N:7])=[CH:4][N:3]=2)[CH2:22][CH2:23][C:18]2([O:17][CH2:16][CH2:15][O:25]2)[CH2:19][CH2:20]1. Given the reactants Br[C:2]1[CH:9]=[CH:8][C:5]([C:6]#[N:7])=[CH:4][N:3]=1.C([Li])CCC.[CH2:15]1[O:25][C:18]2([CH2:23][CH2:22][C:21](=[O:24])[CH2:20][CH2:19]2)[O:17][CH2:16]1, predict the reaction product. (2) Given the reactants [C:1]([C@H:5]1[CH2:10][CH2:9][C@H:8]([NH:11][C:12]2[N:13]=[CH:14][C:15]3[C:20]([CH:21]=2)=[CH:19][C:18]([C:22](O)=[O:23])=[CH:17][CH:16]=3)[CH2:7][CH2:6]1)([CH3:4])([CH3:3])[CH3:2].Cl.[NH2:26][C:27]12[CH2:34][CH2:33][C:30]([C:35]([O:37][CH3:38])=[O:36])([CH2:31][CH2:32]1)[CH2:29][CH2:28]2.CCN(C(C)C)C(C)C.CN(C(ON1N=NC2C=CC=NC1=2)=[N+](C)C)C.F[P-](F)(F)(F)(F)F, predict the reaction product. The product is: [C:1]([C@H:5]1[CH2:10][CH2:9][C@H:8]([NH:11][C:12]2[N:13]=[CH:14][C:15]3[C:20]([CH:21]=2)=[CH:19][C:18]([C:22]([NH:26][C:27]24[CH2:28][CH2:29][C:30]([C:35]([O:37][CH3:38])=[O:36])([CH2:33][CH2:34]2)[CH2:31][CH2:32]4)=[O:23])=[CH:17][CH:16]=3)[CH2:7][CH2:6]1)([CH3:4])([CH3:2])[CH3:3].